This data is from Reaction yield outcomes from USPTO patents with 853,638 reactions. The task is: Predict the reaction yield, written as a fraction of the theoretical maximum amount of product (1.0 means a 100% yield; for example, 0.34 means a 34% yield). (1) The reactants are Br.[OH:2][C:3]1[CH:8]=[CH:7][N:6]2[CH:9]=[C:10]([C:12]([OH:14])=O)[N:11]=[C:5]2[CH:4]=1.C(N(CC)CC)C.O.ON1C2C=CC=CC=2N=N1.Cl.CN(C)CCCN=C=NCC.[NH2:45][CH:46]1[CH2:51][CH2:50][N:49]([C:52]([O:54][C:55]([CH3:58])([CH3:57])[CH3:56])=[O:53])[CH2:48][CH2:47]1. The catalyst is CN(C)C=O. The product is [OH:2][C:3]1[CH:8]=[CH:7][N:6]2[CH:9]=[C:10]([C:12]([NH:45][CH:46]3[CH2:47][CH2:48][N:49]([C:52]([O:54][C:55]([CH3:58])([CH3:57])[CH3:56])=[O:53])[CH2:50][CH2:51]3)=[O:14])[N:11]=[C:5]2[CH:4]=1. The yield is 0.810. (2) The reactants are Cl[C:2]1[N:7]=[C:6]([S:8]([CH3:11])(=[O:10])=[O:9])[N:5]=[C:4]([N:12]2[CH2:17][C@@H:16]3[CH2:18][C@H:13]2[CH2:14][O:15]3)[CH:3]=1.CC1(C)C(C)(C)OB([C:27]2[CH:28]=[N:29][C:30]([NH2:33])=[N:31][CH:32]=2)O1.C([O-])(=O)C.[K+].C(=O)([O-])[O-].[Na+].[Na+]. The catalyst is C(#N)C.O. The product is [C@H:16]12[CH2:18][C@H:13]([N:12]([C:4]3[N:5]=[C:6]([S:8]([CH3:11])(=[O:10])=[O:9])[N:7]=[C:2]([C:27]4[CH:28]=[N:29][C:30]([NH2:33])=[N:31][CH:32]=4)[CH:3]=3)[CH2:17]1)[CH2:14][O:15]2. The yield is 0.527. (3) The reactants are [C:1]([O:5][C:6](=[O:23])[NH:7][C@:8]1([C:16]2[CH:21]=[CH:20][CH:19]=[CH:18][C:17]=2[F:22])[C@H:12]([CH:13]=[O:14])[C@@H:11]([CH3:15])[O:10][CH2:9]1)([CH3:4])([CH3:3])[CH3:2].C[Si](C)(C)[C:26]([F:29])([F:28])[F:27].CCCC[N+](CCCC)(CCCC)CCCC.[F-]. The catalyst is C1COCC1. The product is [C:1]([O:5][C:6](=[O:23])[NH:7][C@:8]1([C:16]2[CH:21]=[CH:20][CH:19]=[CH:18][C:17]=2[F:22])[C@H:12]([CH:13]([OH:14])[C:26]([F:29])([F:28])[F:27])[C@@H:11]([CH3:15])[O:10][CH2:9]1)([CH3:2])([CH3:3])[CH3:4]. The yield is 0.490. (4) The reactants are I[C:2]1[CH:7]=[CH:6][C:5]([C:8]([N:10]2[CH2:14][CH2:13][CH2:12][CH2:11]2)=[O:9])=[CH:4][C:3]=1[C:15](=[O:17])[CH3:16].[Cl:18][C:19]1[CH:24]=[CH:23][C:22](B(O)O)=[CH:21][CH:20]=1. The catalyst is C1(C)C=CC=CC=1.CO.C([O-])(O)=O.[Na+].C1C=CC([P]([Pd]([P](C2C=CC=CC=2)(C2C=CC=CC=2)C2C=CC=CC=2)([P](C2C=CC=CC=2)(C2C=CC=CC=2)C2C=CC=CC=2)[P](C2C=CC=CC=2)(C2C=CC=CC=2)C2C=CC=CC=2)(C2C=CC=CC=2)C2C=CC=CC=2)=CC=1. The product is [Cl:18][C:19]1[CH:24]=[CH:23][C:22]([C:2]2[C:3]([C:15](=[O:17])[CH3:16])=[CH:4][C:5]([C:8]([N:10]3[CH2:14][CH2:13][CH2:12][CH2:11]3)=[O:9])=[CH:6][CH:7]=2)=[CH:21][CH:20]=1. The yield is 0.960. (5) The reactants are [CH2:1]([N:8]([CH3:12])[CH2:9][CH2:10][OH:11])[C:2]1[CH:7]=[CH:6][CH:5]=[CH:4][CH:3]=1.C(N(CC)CC)C.[C:20](OC(=O)C)(=[O:22])[CH3:21].C(Cl)Cl. The catalyst is CN(C)C1C=CN=CC=1.CC(OC)(C)C. The product is [C:20]([O:11][CH2:10][CH2:9][N:8]([CH2:1][C:2]1[CH:7]=[CH:6][CH:5]=[CH:4][CH:3]=1)[CH3:12])(=[O:22])[CH3:21]. The yield is 0.870. (6) The product is [C:15]([O:19][C:20]([N:22]1[CH2:23][CH2:24][C:25]([C:43]2[CH:44]=[CH:45][C:46]([Cl:49])=[CH:47][CH:48]=2)([C:28]2[CH:33]=[CH:32][C:31]([C:9]3[CH:8]=[N:7][N:6]([S:3](=[O:4])(=[O:5])[N:2]([CH3:1])[CH3:14])[C:10]=3[CH2:58][CH3:59])=[CH:30][CH:29]=2)[CH2:26][CH2:27]1)=[O:21])([CH3:17])([CH3:18])[CH3:16]. The yield is 0.960. The reactants are [CH3:1][N:2]([CH3:14])[S:3]([N:6]1[CH:10]=[C:9](Br)[C:8](CC)=[N:7]1)(=[O:5])=[O:4].[C:15]([O:19][C:20]([N:22]1[CH2:27][CH2:26][C:25]([C:43]2[CH:48]=[CH:47][C:46]([Cl:49])=[CH:45][CH:44]=2)([C:28]2[CH:33]=[CH:32][C:31](B3OC(C)(C)C(C)(C)O3)=[CH:30][CH:29]=2)[CH2:24][CH2:23]1)=[O:21])([CH3:18])([CH3:17])[CH3:16].[O-]P([O-])([O-])=O.[K+].[K+].[K+].[CH2:58](O)[CH3:59]. The catalyst is CO.C1(C)C=CC=CC=1.O.[Pd].C1(P(C2C=CC=CC=2)C2C=CC=CC=2)C=CC=CC=1.C1(P(C2C=CC=CC=2)C2C=CC=CC=2)C=CC=CC=1.C1(P(C2C=CC=CC=2)C2C=CC=CC=2)C=CC=CC=1.C1(P(C2C=CC=CC=2)C2C=CC=CC=2)C=CC=CC=1. (7) The product is [Cl-:2].[N:5]1[CH:6]=[CH:7][CH:8]=[CH:9][C:4]=1[CH2:3][P+:22]([C:23]1[CH:24]=[CH:25][CH:26]=[CH:27][CH:28]=1)([C:29]1[CH:34]=[CH:33][CH:32]=[CH:31][CH:30]=1)[C:19]1[CH:18]=[CH:17][CH:16]=[CH:21][CH:20]=1. The reactants are Cl.[Cl:2][CH2:3][C:4]1[CH:9]=[CH:8][CH:7]=[CH:6][N:5]=1.C([O-])([O-])=O.[K+].[K+].[CH:16]1[CH:21]=[CH:20][C:19]([P:22]([C:29]2[CH:34]=[CH:33][CH:32]=[CH:31][CH:30]=2)[C:23]2[CH:28]=[CH:27][CH:26]=[CH:25][CH:24]=2)=[CH:18][CH:17]=1. The catalyst is O.O1CCOCC1. The yield is 0.830.